Dataset: Forward reaction prediction with 1.9M reactions from USPTO patents (1976-2016). Task: Predict the product of the given reaction. Given the reactants Cl[C:2]1[C:7]2[CH2:8][N:9]([CH:12]([C:14]3[CH:15]=[N:16][C:17]([NH:21][CH2:22][C:23]([F:26])([F:25])[F:24])=[C:18]([CH3:20])[CH:19]=3)[CH3:13])[C:10](=[O:11])[C:6]=2[CH:5]=[CH:4][N:3]=1.[CH:27]([O:29][C:30]1[CH:35]=[CH:34][CH:33]=[CH:32][CH:31]=1)=[O:28], predict the reaction product. The product is: [CH3:20][C:18]1[CH:19]=[C:14]([CH:12]([N:9]2[C:10](=[O:11])[C:6]3[CH:5]=[CH:4][N:3]=[C:2]([C:27]([O:29][C:30]4[CH:35]=[CH:34][CH:33]=[CH:32][CH:31]=4)=[O:28])[C:7]=3[CH2:8]2)[CH3:13])[CH:15]=[N:16][C:17]=1[NH:21][CH2:22][C:23]([F:26])([F:25])[F:24].